Predict the product of the given reaction. From a dataset of Forward reaction prediction with 1.9M reactions from USPTO patents (1976-2016). (1) Given the reactants Cl.C([O:9][C:10]1[CH:19]=[C:18]2[C:13]([C:14](NC3C=CC(Cl)=CC=3F)=[N:15][CH:16]=[N:17]2)=[CH:12][C:11]=1[O:29][CH3:30])C1C=CC=CC=1, predict the reaction product. The product is: [OH:9][C:10]1[CH:19]=[C:18]2[C:13]([CH:14]=[N:15][CH:16]=[N:17]2)=[CH:12][C:11]=1[O:29][CH3:30]. (2) Given the reactants [Br:1]Br.[F:3][C:4]([F:17])([F:16])[C:5]1[CH:14]=[CH:13][C:12]2[C:11](=[O:15])[NH:10][CH:9]=[CH:8][C:7]=2[N:6]=1.O, predict the reaction product. The product is: [Br:1][C:8]1[C:7]2[N:6]=[C:5]([C:4]([F:3])([F:16])[F:17])[CH:14]=[CH:13][C:12]=2[C:11](=[O:15])[NH:10][CH:9]=1. (3) Given the reactants [NH2:1][CH2:2][CH2:3][CH2:4][N:5]1[C:13]([O:14]C)=[N:12][C:11]2[C:6]1=[N:7][C:8]([O:17][CH2:18][CH2:19][CH2:20][CH3:21])=[N:9][C:10]=2[NH2:16].C(N(CC)CC)C.Cl[S:30]([C:33]1[CH:34]=[C:35]([CH2:39][C:40]([O:42][CH3:43])=[O:41])[CH:36]=[CH:37][CH:38]=1)(=[O:32])=[O:31], predict the reaction product. The product is: [NH2:16][C:10]1[N:9]=[C:8]([O:17][CH2:18][CH2:19][CH2:20][CH3:21])[N:7]=[C:6]2[C:11]=1[NH:12][C:13](=[O:14])[N:5]2[CH2:4][CH2:3][CH2:2][NH:1][S:30]([C:33]1[CH:34]=[C:35]([CH2:39][C:40]([O:42][CH3:43])=[O:41])[CH:36]=[CH:37][CH:38]=1)(=[O:32])=[O:31]. (4) Given the reactants [CH3:1][C:2]1[CH:7]=[C:6]([C:8]2[CH:13]=[CH:12][C:11]([NH2:14])=[CH:10][CH:9]=2)[CH:5]=[CH:4][N:3]=1.Cl.CN(C)CCCN=C=NCC.ON1C2C=CC=CC=2N=N1.[Br:37][C:38]1[N:43]=[C:42]([CH:44]([CH2:48][CH:49]([CH3:51])[CH3:50])[C:45](O)=[O:46])[CH:41]=[CH:40][CH:39]=1, predict the reaction product. The product is: [Br:37][C:38]1[N:43]=[C:42]([CH:44]([CH2:48][CH:49]([CH3:51])[CH3:50])[C:45]([NH:14][C:11]2[CH:12]=[CH:13][C:8]([C:6]3[CH:5]=[CH:4][N:3]=[C:2]([CH3:1])[CH:7]=3)=[CH:9][CH:10]=2)=[O:46])[CH:41]=[CH:40][CH:39]=1. (5) The product is: [F:1][C:2]1[CH:3]=[C:4]([CH:41]=[CH:42][CH:43]=1)[CH2:5][N:6]1[C:10]([CH3:11])=[C:9]([C:12]2[C:20]3[C:15](=[N:16][CH:17]=[C:18]([C:21]4[CH:26]=[CH:25][CH:24]=[C:23]([N:27]5[CH2:28][CH2:29][NH:30][CH2:31][CH2:32]5)[CH:22]=4)[CH:19]=3)[NH:14][CH:13]=2)[C:8]([CH3:40])=[N:7]1. Given the reactants [F:1][C:2]1[CH:3]=[C:4]([CH:41]=[CH:42][CH:43]=1)[CH2:5][N:6]1[C:10]([CH3:11])=[C:9]([C:12]2[C:20]3[C:15](=[N:16][CH:17]=[C:18]([C:21]4[CH:22]=[C:23]([N:27]5[CH2:32][CH2:31][N:30](C(OC(C)(C)C)=O)[CH2:29][CH2:28]5)[CH:24]=[CH:25][CH:26]=4)[CH:19]=3)[NH:14][CH:13]=2)[C:8]([CH3:40])=[N:7]1.Cl, predict the reaction product. (6) Given the reactants [CH3:1][O:2][C:3](=[O:16])[CH2:4][C:5]1[C:9]2[C:10]([CH3:15])=[CH:11][C:12]([OH:14])=[CH:13][C:8]=2[S:7][CH:6]=1.CN(C=O)C.Cl[CH2:23][C:24]1[N:28]([CH3:29])[N:27]=[C:26]([CH3:30])[CH:25]=1.C([O-])([O-])=O.[K+].[K+], predict the reaction product. The product is: [CH3:1][O:2][C:3](=[O:16])[CH2:4][C:5]1[C:9]2[C:10]([CH3:15])=[CH:11][C:12]([O:14][CH2:23][C:24]3[N:28]([CH3:29])[N:27]=[C:26]([CH3:30])[CH:25]=3)=[CH:13][C:8]=2[S:7][CH:6]=1. (7) Given the reactants [F:1][C:2]([C:5]1[CH:6]=[C:7]([CH2:11][OH:12])[CH:8]=[CH:9][CH:10]=1)([F:4])[CH3:3].C(OCC)C.C(=O)(O)[O-].[Na+].S([O-])([O-])(=O)=S.[Na+].[Na+], predict the reaction product. The product is: [F:1][C:2]([C:5]1[CH:6]=[C:7]([CH:8]=[CH:9][CH:10]=1)[CH:11]=[O:12])([F:4])[CH3:3].